Dataset: Forward reaction prediction with 1.9M reactions from USPTO patents (1976-2016). Task: Predict the product of the given reaction. (1) Given the reactants C1N=CN([C:6](N2C=NC=C2)=[O:7])C=1.[C:13]([C:17]1[CH:21]=[C:20]([NH2:22])[N:19]([C:23]2[CH:28]=[CH:27][C:26]([CH3:29])=[CH:25][CH:24]=2)[N:18]=1)([CH3:16])([CH3:15])[CH3:14].[NH2:30][C:31]1[C:40]2[C:35](=[CH:36][CH:37]=[CH:38][CH:39]=2)[C:34]([O:41][C:42]2[CH:47]=[CH:46][N:45]=[C:44]([NH:48][C:49]([N:51]3[CH2:55][CH2:54][C@@H:53]([N:56]([CH3:58])[CH3:57])[CH2:52]3)=[O:50])[CH:43]=2)=[CH:33][CH:32]=1, predict the reaction product. The product is: [C:13]([C:17]1[CH:21]=[C:20]([NH:22][C:6](=[O:7])[NH:30][C:31]2[C:40]3[C:35](=[CH:36][CH:37]=[CH:38][CH:39]=3)[C:34]([O:41][C:42]3[CH:47]=[CH:46][N:45]=[C:44]([NH:48][C:49]([N:51]4[CH2:55][CH2:54][C@@H:53]([N:56]([CH3:58])[CH3:57])[CH2:52]4)=[O:50])[CH:43]=3)=[CH:33][CH:32]=2)[N:19]([C:23]2[CH:24]=[CH:25][C:26]([CH3:29])=[CH:27][CH:28]=2)[N:18]=1)([CH3:16])([CH3:15])[CH3:14]. (2) Given the reactants O.[OH-].[Li+].[CH3:4][C:5]([O:8][C@H:9]([CH3:47])[C@@H:10]([C:43]([O:45]C)=[O:44])[NH:11][C:12]([C:14]1[CH:19]=[CH:18][C:17]([C:20]2[CH:25]=[CH:24][C:23]([F:26])=[C:22]([F:27])[CH:21]=2)=[CH:16][C:15]=1[NH:28][C:29]([NH:31][C:32]1[C:37]([CH3:38])=[CH:36][C:35]([CH2:39][CH2:40][CH3:41])=[CH:34][C:33]=1[CH3:42])=[O:30])=[O:13])([CH3:7])[CH3:6].CO.Cl, predict the reaction product. The product is: [CH3:4][C:5]([O:8][C@H:9]([CH3:47])[C@@H:10]([C:43]([OH:45])=[O:44])[NH:11][C:12]([C:14]1[CH:19]=[CH:18][C:17]([C:20]2[CH:25]=[CH:24][C:23]([F:26])=[C:22]([F:27])[CH:21]=2)=[CH:16][C:15]=1[NH:28][C:29]([NH:31][C:32]1[C:33]([CH3:42])=[CH:34][C:35]([CH2:39][CH2:40][CH3:41])=[CH:36][C:37]=1[CH3:38])=[O:30])=[O:13])([CH3:6])[CH3:7].